Task: Regression. Given two drug SMILES strings and cell line genomic features, predict the synergy score measuring deviation from expected non-interaction effect.. Dataset: NCI-60 drug combinations with 297,098 pairs across 59 cell lines (1) Drug 1: CC1=C(C=C(C=C1)C(=O)NC2=CC(=CC(=C2)C(F)(F)F)N3C=C(N=C3)C)NC4=NC=CC(=N4)C5=CN=CC=C5. Drug 2: CC1CCCC2(C(O2)CC(NC(=O)CC(C(C(=O)C(C1O)C)(C)C)O)C(=CC3=CSC(=N3)C)C)C. Cell line: 786-0. Synergy scores: CSS=47.2, Synergy_ZIP=5.97, Synergy_Bliss=4.70, Synergy_Loewe=-13.3, Synergy_HSA=5.24. (2) Drug 1: CCN(CC)CCNC(=O)C1=C(NC(=C1C)C=C2C3=C(C=CC(=C3)F)NC2=O)C. Drug 2: CC(C)(C#N)C1=CC(=CC(=C1)CN2C=NC=N2)C(C)(C)C#N. Cell line: SF-268. Synergy scores: CSS=4.93, Synergy_ZIP=-1.46, Synergy_Bliss=1.03, Synergy_Loewe=1.32, Synergy_HSA=-0.189.